From a dataset of Full USPTO retrosynthesis dataset with 1.9M reactions from patents (1976-2016). Predict the reactants needed to synthesize the given product. (1) Given the product [CH3:25][C:24]12[N:13]([CH2:14][CH2:30][CH2:31][CH2:26][CH2:27][CH3:28])[CH2:12][C:7]([CH2:1][CH3:2])([CH2:8][O:10]1)[CH2:11][O:23]2, predict the reactants needed to synthesize it. The reactants are: [CH2:1]([C:7]([CH2:12][NH:13][CH3:14])([CH3:11])[CH:8]([OH:10])O)[CH2:2]CCCC.C([O:23][CH2:24][CH3:25])(OCC)(OCC)C.[C:26]1(C)[C:27](S(O)(=O)=O)=[CH:28]C=[CH:30][CH:31]=1. (2) Given the product [Br:16][CH2:2][C:3]1[CH:4]=[C:5]([CH:8]=[C:9]([C:11]([F:14])([F:13])[F:12])[CH:10]=1)[C:6]#[N:7], predict the reactants needed to synthesize it. The reactants are: O[CH2:2][C:3]1[CH:4]=[C:5]([CH:8]=[C:9]([C:11]([F:14])([F:13])[F:12])[CH:10]=1)[C:6]#[N:7].C(Br)(Br)(Br)[Br:16].C1(P(C2C=CC=CC=2)C2C=CC=CC=2)C=CC=CC=1. (3) Given the product [C:11]([O:15][C:16]([N:18]1[CH2:23][CH2:22][CH:21]([NH:24][C:2]2[N:7]=[C:6]([Cl:8])[N:5]=[C:4]([O:9][CH3:10])[N:3]=2)[CH2:20][CH2:19]1)=[O:17])([CH3:14])([CH3:12])[CH3:13], predict the reactants needed to synthesize it. The reactants are: Cl[C:2]1[N:7]=[C:6]([Cl:8])[N:5]=[C:4]([O:9][CH3:10])[N:3]=1.[C:11]([O:15][C:16]([N:18]1[CH2:23][CH2:22][CH:21]([NH2:24])[CH2:20][CH2:19]1)=[O:17])([CH3:14])([CH3:13])[CH3:12].C(N(C(C)C)C(C)C)C. (4) The reactants are: [C:1]([O:5][C:6](=[O:19])[NH:7][C@@H:8]([C@@H:16]1[CH2:18][O:17]1)[CH2:9][C:10]1[CH:15]=[CH:14][CH:13]=[CH:12][CH:11]=1)([CH3:4])([CH3:3])[CH3:2].[CH3:20][NH:21][CH2:22][C:23]1[CH:28]=[CH:27][CH:26]=[CH:25][CH:24]=1. Given the product [C:1]([O:5][C:6](=[O:19])[NH:7][C@H:8]([CH2:9][C:10]1[CH:15]=[CH:14][CH:13]=[CH:12][CH:11]=1)[C@@H:16]([OH:17])[CH2:18][N:21]([CH2:22][C:23]1[CH:28]=[CH:27][CH:26]=[CH:25][CH:24]=1)[CH3:20])([CH3:4])([CH3:3])[CH3:2], predict the reactants needed to synthesize it.